This data is from Full USPTO retrosynthesis dataset with 1.9M reactions from patents (1976-2016). The task is: Predict the reactants needed to synthesize the given product. Given the product [O:15]1[C:16]2[CH:22]=[CH:21][CH:20]=[CH:19][C:17]=2[CH:18]=[C:14]1[C:12]([NH:11][C:23]1[C:24]([C:36]([O:38][CH3:39])=[O:37])=[C:25]([C:28]2[CH:33]=[N:32][C:31]([O:34][CH3:35])=[CH:30][N:29]=2)[S:26][CH:27]=1)=[O:13], predict the reactants needed to synthesize it. The reactants are: C(OC([N:11]([C:23]1[C:24]([C:36]([O:38][CH3:39])=[O:37])=[C:25]([C:28]2[CH:33]=[N:32][C:31]([O:34][CH3:35])=[CH:30][N:29]=2)[S:26][CH:27]=1)[C:12]([C:14]1[O:15][C:16]2[CH:22]=[CH:21][CH:20]=[CH:19][C:17]=2[CH:18]=1)=[O:13])=O)C1C=CC=CC=1.